Predict the product of the given reaction. From a dataset of Forward reaction prediction with 1.9M reactions from USPTO patents (1976-2016). (1) Given the reactants [OH:1][CH2:2][CH:3]([N:6]1[C:14](=[O:15])[C:13]2[C:8](=[CH:9][CH:10]=[CH:11][CH:12]=2)[C:7]1=[O:16])[CH2:4][OH:5].[Br:17][CH2:18][CH:19](OCC)OCC, predict the reaction product. The product is: [Br:17][CH2:18][CH:19]1[O:5][CH2:4][CH:3]([N:6]2[C:14](=[O:15])[C:13]3[C:8](=[CH:9][CH:10]=[CH:11][CH:12]=3)[C:7]2=[O:16])[CH2:2][O:1]1. (2) Given the reactants [NH2:1][C:2]1[N:10]=[C:9]([NH:11][CH2:12][CH2:13][CH2:14][CH3:15])[N:8]=[C:7]2[C:3]=1[N:4]=[C:5](Br)[N:6]2[CH2:16][C:17]1[CH:26]=[CH:25][C:20]([C:21]([O:23]C)=[O:22])=[CH:19][CH:18]=1.[OH-:28].[Na+], predict the reaction product. The product is: [NH2:1][C:2]1[N:10]=[C:9]([NH:11][CH2:12][CH2:13][CH2:14][CH3:15])[N:8]=[C:7]2[C:3]=1[N:4]=[C:5]([OH:28])[N:6]2[CH2:16][C:17]1[CH:26]=[CH:25][C:20]([C:21]([OH:23])=[O:22])=[CH:19][CH:18]=1. (3) The product is: [CH3:31][S:26]([CH2:25][C:3]1[C:4]2[C:9](=[CH:8][CH:7]=[C:6]([C:10]([N:12]3[CH2:18][C:17]4([CH3:20])[CH2:19][CH:13]3[CH2:14][C:15]([CH3:22])([CH3:21])[CH2:16]4)=[O:11])[CH:5]=2)[NH:1][CH:2]=1)(=[O:29])=[O:27]. Given the reactants [NH:1]1[C:9]2[C:4](=[CH:5][C:6]([C:10]([N:12]3[CH2:18][C:17]4([CH3:20])[CH2:19][CH:13]3[CH2:14][C:15]([CH3:22])([CH3:21])[CH2:16]4)=[O:11])=[CH:7][CH:8]=2)[CH:3]=[CH:2]1.C=O.[CH3:25][S:26]([O-:29])(=O)=[O:27].[Na+].[C:31](O)(=O)C, predict the reaction product. (4) Given the reactants [F:1][C:2]([F:21])([F:20])[CH:3]([C:5]1[CH:10]=[CH:9][CH:8]=[C:7](B2OC(C)(C)C(C)(C)O2)[CH:6]=1)[OH:4].[C:22]([O:26][C:27](=[O:48])[NH:28][C:29]([C:31]1[S:32][C:33]([S:46][CH3:47])=[C:34]([S:36]([C:39]2[CH:44]=[CH:43][CH:42]=[C:41](Br)[CH:40]=2)(=[O:38])=[O:37])[CH:35]=1)=[NH:30])([CH3:25])([CH3:24])[CH3:23].C([O-])([O-])=O.[Na+].[Na+], predict the reaction product. The product is: [C:22]([O:26][C:27](=[O:48])[NH:28][C:29](=[NH:30])[C:31]1[S:32][C:33]([S:46][CH3:47])=[C:34]([S:36]([C:39]2[CH:44]=[C:43]([C:7]3[CH:8]=[CH:9][CH:10]=[C:5]([CH:3]([OH:4])[C:2]([F:1])([F:20])[F:21])[CH:6]=3)[CH:42]=[CH:41][CH:40]=2)(=[O:38])=[O:37])[CH:35]=1)([CH3:25])([CH3:23])[CH3:24]. (5) Given the reactants CC1C2C(C)(C)C(C2)CC=1.[C:11]([O:15][CH2:16][CH3:17])(=[O:14])[C:12]#[CH:13].C(=O)C.OC(C(O)(C)C)(C)C.[Cl:29][C:30]1[N:35]=[C:34](Cl)[CH:33]=[CH:32][N:31]=1.[F-].[Cs+].C(=O)([O-])O.[Na+], predict the reaction product. The product is: [CH2:16]([O:15][C:11](=[O:14])[CH:12]=[CH:13][C:32]1[CH:33]=[CH:34][N:35]=[C:30]([Cl:29])[N:31]=1)[CH3:17]. (6) Given the reactants CC1[C:3]2[C:22](=O)[CH2:21][CH2:20][C:4]=2[N:5](S(C2C=CC(C)=CC=2)(=O)=O)C=1C(O)=O.O=[C:22]1[C:3]2C=C(C(OC)=O)[NH:5][C:4]=2[CH2:20][CH2:21]1.BrC1C=C(C=CC=1)C[Mg]Br.Br[C:48]1[CH:49]=[C:50]([CH:74]=[CH:75][CH:76]=1)/[CH:51]=[C:52]1\[CH2:53][CH2:54][C:55]2[N:56]([S:64]([C:67]3[CH:73]=[CH:72][C:70]([CH3:71])=[CH:69][CH:68]=3)(=[O:66])=[O:65])[C:57]([C:60]([O:62][CH3:63])=[O:61])=[CH:58][C:59]\1=2.[N:77]1[CH:82]=[CH:81][CH:80]=[C:79](B(O)O)[CH:78]=1, predict the reaction product. The product is: [N:77]1[CH:82]=[CH:81][CH:80]=[C:79]([C:48]2[CH:49]=[C:50]([CH:74]=[CH:75][CH:76]=2)[CH2:51][CH:52]2[C:59]3[CH:58]=[C:57]([C:60]([O:62][CH3:63])=[O:61])[NH:56][C:55]=3[CH2:54][CH2:53]2)[CH:78]=1.[N:5]1[CH:4]=[CH:20][CH:21]=[C:22]([C:48]2[CH:49]=[C:50]([CH:74]=[CH:75][CH:76]=2)/[CH:51]=[C:52]2\[CH2:53][CH2:54][C:55]3[N:56]([S:64]([C:67]4[CH:73]=[CH:72][C:70]([CH3:71])=[CH:69][CH:68]=4)(=[O:66])=[O:65])[C:57]([C:60]([O:62][CH3:63])=[O:61])=[CH:58][C:59]\2=3)[CH:3]=1. (7) Given the reactants [C:1](Cl)([C:14]1[CH:19]=[CH:18][CH:17]=[CH:16][CH:15]=1)([C:8]1[CH:13]=[CH:12][CH:11]=[CH:10][CH:9]=1)[C:2]1[CH:7]=[CH:6][CH:5]=[CH:4][CH:3]=1.[C:21]([O:25][CH2:26][CH3:27])(=[O:24])[CH2:22][OH:23].N1C=CC=CC=1.Cl, predict the reaction product. The product is: [CH2:26]([O:25][C:21](=[O:24])[CH2:22][O:23][C:1]([C:14]1[CH:19]=[CH:18][CH:17]=[CH:16][CH:15]=1)([C:8]1[CH:13]=[CH:12][CH:11]=[CH:10][CH:9]=1)[C:2]1[CH:7]=[CH:6][CH:5]=[CH:4][CH:3]=1)[CH3:27].